Dataset: Peptide-MHC class I binding affinity with 185,985 pairs from IEDB/IMGT. Task: Regression. Given a peptide amino acid sequence and an MHC pseudo amino acid sequence, predict their binding affinity value. This is MHC class I binding data. (1) The peptide sequence is RSNDTELNY. The MHC is HLA-A26:01 with pseudo-sequence HLA-A26:01. The binding affinity (normalized) is 0.0847. (2) The peptide sequence is RRFNRTKPM. The MHC is SLA-30401 with pseudo-sequence SLA-30401. The binding affinity (normalized) is 0.416. (3) The peptide sequence is HSNIEEVAL. The MHC is HLA-A68:02 with pseudo-sequence HLA-A68:02. The binding affinity (normalized) is 0.